Task: Predict the product of the given reaction.. Dataset: Forward reaction prediction with 1.9M reactions from USPTO patents (1976-2016) Given the reactants [OH:1][CH:2]1[CH2:7][CH2:6][CH:5]([C:8]([O:10][CH2:11][CH3:12])=[O:9])[CH2:4][CH2:3]1.[H-].[Na+].F[C:16]1[CH:21]=[CH:20][C:19]([N+:22]([O-:24])=[O:23])=[CH:18][CH:17]=1.CCCC(C)C, predict the reaction product. The product is: [N+:22]([C:19]1[CH:20]=[CH:21][C:16]([O:1][C@@H:2]2[CH2:3][CH2:4][C@H:5]([C:8]([O:10][CH2:11][CH3:12])=[O:9])[CH2:6][CH2:7]2)=[CH:17][CH:18]=1)([O-:24])=[O:23].